From a dataset of Merck oncology drug combination screen with 23,052 pairs across 39 cell lines. Regression. Given two drug SMILES strings and cell line genomic features, predict the synergy score measuring deviation from expected non-interaction effect. (1) Drug 1: COc1cccc2c1C(=O)c1c(O)c3c(c(O)c1C2=O)CC(O)(C(=O)CO)CC3OC1CC(N)C(O)C(C)O1. Drug 2: Cn1c(=O)n(-c2ccc(C(C)(C)C#N)cc2)c2c3cc(-c4cnc5ccccc5c4)ccc3ncc21. Cell line: MSTO. Synergy scores: synergy=-16.0. (2) Drug 1: COC12C(COC(N)=O)C3=C(C(=O)C(C)=C(N)C3=O)N1CC1NC12. Drug 2: CC1(c2nc3c(C(N)=O)cccc3[nH]2)CCCN1. Cell line: UWB1289BRCA1. Synergy scores: synergy=1.76.